Dataset: Forward reaction prediction with 1.9M reactions from USPTO patents (1976-2016). Task: Predict the product of the given reaction. Given the reactants [NH2:1][C@@H:2]1[CH2:7][CH2:6][C@H:5]([NH:8][C:9]2[N:14]=[C:13]([N:15]([CH3:17])[CH3:16])[CH:12]=[CH:11][N:10]=2)[CH2:4][CH2:3]1.CCN(CC)CC.[O:25]([C:32]1[N:40]=[CH:39][CH:38]=[CH:37][C:33]=1[C:34]([Cl:36])=[O:35])[C:26]1[CH:31]=[CH:30][CH:29]=[CH:28][CH:27]=1, predict the reaction product. The product is: [ClH:36].[CH3:16][N:15]([CH3:17])[C:13]1[CH:12]=[CH:11][N:10]=[C:9]([NH:8][C@@H:5]2[CH2:4][CH2:3][C@H:2]([NH:1][C:34](=[O:35])[C:33]3[CH:37]=[CH:38][CH:39]=[N:40][C:32]=3[O:25][C:26]3[CH:27]=[CH:28][CH:29]=[CH:30][CH:31]=3)[CH2:7][CH2:6]2)[N:14]=1.